From a dataset of Reaction yield outcomes from USPTO patents with 853,638 reactions. Predict the reaction yield, written as a fraction of the theoretical maximum amount of product (1.0 means a 100% yield; for example, 0.34 means a 34% yield). (1) The reactants are [C:1]([O:5][C:6](=[O:17])[NH:7][C@H:8]([C:11](=[O:16])N(OC)C)[CH2:9][CH3:10])([CH3:4])([CH3:3])[CH3:2].[CH:18]1([Mg]Br)[CH2:20][CH2:19]1.O1CCCC1.[Cl-].[NH4+]. The catalyst is O1CCCC1. The product is [C:1]([O:5][C:6](=[O:17])[NH:7][C@H:8]([C:11]([CH:18]1[CH2:20][CH2:19]1)=[O:16])[CH2:9][CH3:10])([CH3:2])([CH3:3])[CH3:4]. The yield is 0.940. (2) The reactants are [OH-].[NH4+:2].F[C:4]1[C:9]([F:10])=[C:8]([F:11])[N:7]=[C:6]([C:12]#[N:13])[CH:5]=1. No catalyst specified. The product is [NH2:2][C:4]1[C:9]([F:10])=[C:8]([F:11])[N:7]=[C:6]([C:12]#[N:13])[CH:5]=1. The yield is 0.244. (3) The reactants are [S:1]1[CH:5]=[CH:4][C:3]2[CH:6]=[C:7]([CH:10]=[O:11])[CH:8]=[CH:9][C:2]1=2.[Br:12]Br.O. The catalyst is CC(O)=O. The product is [Br:12][C:4]1[C:3]2[CH:6]=[C:7]([CH:10]=[O:11])[CH:8]=[CH:9][C:2]=2[S:1][CH:5]=1. The yield is 0.380. (4) The product is [CH2:1]([O:3][C:4](=[O:17])[CH2:5][C@H:6]1[C:14]2[C:9](=[CH:10][C:11]([OH:15])=[CH:12][CH:13]=2)[CH2:8][CH2:7]1)[CH3:2]. The yield is 0.960. The reactants are [CH2:1]([O:3][C:4](=[O:17])[CH2:5][C@H:6]1[C:14]2[C:9](=[CH:10][C:11]([O:15]C)=[CH:12][CH:13]=2)[CH2:8][CH2:7]1)[CH3:2].[Al+3].[Cl-].[Cl-].[Cl-].CCS. The catalyst is C(Cl)Cl.